From a dataset of Forward reaction prediction with 1.9M reactions from USPTO patents (1976-2016). Predict the product of the given reaction. (1) Given the reactants [H-].[Na+].C(OP([CH2:11][C:12]([O:14][CH3:15])=[O:13])(OCC)=O)C.[Br:16][C:17]1[N:22]=[CH:21][C:20]([CH:23]=O)=[CH:19][CH:18]=1, predict the reaction product. The product is: [Br:16][C:17]1[N:22]=[CH:21][C:20](/[CH:23]=[CH:11]/[C:12]([O:14][CH3:15])=[O:13])=[CH:19][CH:18]=1. (2) Given the reactants [O:1]1[CH2:5][CH2:4][O:3][CH:2]1[CH2:6][CH2:7][C:8]([C:17]1[CH:24]=[CH:23][C:20]([C:21]#[N:22])=[CH:19][C:18]=1[CH2:25]O)([C:10]1[CH:15]=[CH:14][C:13]([F:16])=[CH:12][CH:11]=1)[OH:9].C(N(CC)CC)C.CS(Cl)(=O)=O, predict the reaction product. The product is: [O:1]1[CH2:5][CH2:4][O:3][CH:2]1[CH2:6][CH2:7][C:8]1([C:10]2[CH:15]=[CH:14][C:13]([F:16])=[CH:12][CH:11]=2)[C:17]2[C:18](=[CH:19][C:20]([C:21]#[N:22])=[CH:23][CH:24]=2)[CH2:25][O:9]1. (3) Given the reactants [OH-].[Na+].FC(F)(F)C([O-])=O.[S:10]1[C:14]2[C:15]3([CH2:23][CH2:22][NH2+:21][CH2:20][CH2:19]3)[O:16][CH2:17][CH2:18][C:13]=2[CH:12]=[CH:11]1, predict the reaction product. The product is: [S:10]1[C:14]2[C:15]3([CH2:23][CH2:22][NH:21][CH2:20][CH2:19]3)[O:16][CH2:17][CH2:18][C:13]=2[CH:12]=[CH:11]1. (4) Given the reactants [Br:1][C:2]1[C:3]([C:10]#[N:11])=[N:4][C:5]([Cl:9])=[C:6]([CH3:8])[CH:7]=1.[Li+].CC([N-]C(C)C)C.[CH:20](=[O:27])[C:21]1[CH:26]=[CH:25][CH:24]=[CH:23][CH:22]=1, predict the reaction product. The product is: [Br:1][C:2]1[C:3]([C:10]#[N:11])=[N:4][C:5]([Cl:9])=[C:6]([CH2:8][CH:20]([OH:27])[C:21]2[CH:26]=[CH:25][CH:24]=[CH:23][CH:22]=2)[CH:7]=1. (5) Given the reactants [OH:1][CH:2]([C:21]1[CH:26]=[CH:25][CH:24]=[CH:23][CH:22]=1)[C:3]1[CH:8]=[CH:7][C:6]([C:9]2[NH:13][C:12]3[CH:14]=[CH:15][C:16]([C:18]([NH2:20])=[O:19])=[CH:17][C:11]=3[N:10]=2)=[CH:5][CH:4]=1.Cl.[CH:28](Cl)(Cl)Cl, predict the reaction product. The product is: [CH3:28][O:1][CH:2]([C:21]1[CH:22]=[CH:23][CH:24]=[CH:25][CH:26]=1)[C:3]1[CH:4]=[CH:5][C:6]([C:9]2[NH:13][C:12]3[CH:14]=[CH:15][C:16]([C:18]([NH2:20])=[O:19])=[CH:17][C:11]=3[N:10]=2)=[CH:7][CH:8]=1. (6) Given the reactants [CH2:1]([N:8]1[C:14](=[O:15])[CH:13]([CH2:16][C:17]([O:19]C)=[O:18])[CH2:12][C:11]2[CH:21]=[CH:22][C:23]([O:25][CH2:26][CH2:27][CH2:28][N:29]([C:37]3[CH:42]=[CH:41][CH:40]=[CH:39][N:38]=3)[C:30]([O:32][C:33]([CH3:36])([CH3:35])[CH3:34])=[O:31])=[CH:24][C:10]=2[CH2:9]1)[C:2]1[CH:7]=[CH:6][CH:5]=[CH:4][CH:3]=1.N1C=CC=CC=1NCCCOC1C=CC2CC(CC(OCC)=O)C(=O)NCC=2C=1, predict the reaction product. The product is: [CH2:1]([N:8]1[C:14](=[O:15])[CH:13]([CH2:16][C:17]([OH:19])=[O:18])[CH2:12][C:11]2[CH:21]=[CH:22][C:23]([O:25][CH2:26][CH2:27][CH2:28][N:29]([C:37]3[CH:42]=[CH:41][CH:40]=[CH:39][N:38]=3)[C:30]([O:32][C:33]([CH3:34])([CH3:35])[CH3:36])=[O:31])=[CH:24][C:10]=2[CH2:9]1)[C:2]1[CH:7]=[CH:6][CH:5]=[CH:4][CH:3]=1. (7) Given the reactants C([C:3]1[CH:8]=[CH:7][N+:6]([O-:9])=[C:5](CC)[C:4]=1[NH2:12])C.C(O[CH:16]=[C:17]([C:23]([O:25][CH2:26][CH3:27])=[O:24])[C:18]([O:20][CH2:21][CH3:22])=[O:19])C, predict the reaction product. The product is: [CH2:21]([O:20][C:18](=[O:19])[C:17]([C:23]([O:25][CH2:26][CH3:27])=[O:24])=[CH:16][NH:12][C:4]1[CH:5]=[N+:6]([O-:9])[CH:7]=[CH:8][CH:3]=1)[CH3:22].